This data is from Peptide-MHC class I binding affinity with 185,985 pairs from IEDB/IMGT. The task is: Regression. Given a peptide amino acid sequence and an MHC pseudo amino acid sequence, predict their binding affinity value. This is MHC class I binding data. (1) The peptide sequence is TTAKAMEQM. The MHC is Mamu-A01 with pseudo-sequence Mamu-A01. The binding affinity (normalized) is 0.705. (2) The peptide sequence is MYAAMAKAL. The MHC is H-2-Dd with pseudo-sequence H-2-Dd. The binding affinity (normalized) is 0. (3) The peptide sequence is IIIAVARKH. The MHC is HLA-A03:01 with pseudo-sequence HLA-A03:01. The binding affinity (normalized) is 0.0317. (4) The peptide sequence is LPGPQVTAVLLHEES. The MHC is HLA-A03:01 with pseudo-sequence HLA-A03:01. The binding affinity (normalized) is 0.00649. (5) The peptide sequence is RLRAEAQVK. The MHC is HLA-A02:03 with pseudo-sequence HLA-A02:03. The binding affinity (normalized) is 0.00477. (6) The peptide sequence is YAKKFKTGM. The MHC is HLA-B08:01 with pseudo-sequence HLA-B08:01. The binding affinity (normalized) is 0.442. (7) The peptide sequence is RQRVIPVYQ. The MHC is HLA-A02:02 with pseudo-sequence HLA-A02:02. The binding affinity (normalized) is 0.